Dataset: Reaction yield outcomes from USPTO patents with 853,638 reactions. Task: Predict the reaction yield, written as a fraction of the theoretical maximum amount of product (1.0 means a 100% yield; for example, 0.34 means a 34% yield). (1) The reactants are Br[C:2]1[CH:3]=[CH:4][C:5]([F:26])=[C:6]([C@:8]23[CH2:16][O:15][CH2:14][C@H:13]2[CH2:12][S:11][C:10]([NH:17][C:18](=[O:25])[C:19]2[CH:24]=[CH:23][CH:22]=[CH:21][CH:20]=2)=[N:9]3)[CH:7]=1.FC(F)(F)C([NH2:31])=O.[I-].[Na+].C(=O)([O-])[O-].[K+].[K+].[C@@H]1(N)CCCC[C@H]1N. The catalyst is [Cu]I.O.CO. The product is [NH2:31][C:2]1[CH:3]=[CH:4][C:5]([F:26])=[C:6]([C@:8]23[CH2:16][O:15][CH2:14][C@H:13]2[CH2:12][S:11][C:10]([NH:17][C:18](=[O:25])[C:19]2[CH:24]=[CH:23][CH:22]=[CH:21][CH:20]=2)=[N:9]3)[CH:7]=1. The yield is 0.470. (2) The reactants are [OH:1][C:2]1[CH:3]=[C:4]([C:9]2([C:12]([OH:14])=[O:13])[CH2:11][CH2:10]2)[CH:5]=[CH:6][C:7]=1[OH:8].[CH3:15]C1C=CC(S(O)(=O)=O)=CC=1. The catalyst is CO. The product is [OH:1][C:2]1[CH:3]=[C:4]([C:9]2([C:12]([O:14][CH3:15])=[O:13])[CH2:11][CH2:10]2)[CH:5]=[CH:6][C:7]=1[OH:8]. The yield is 0.910. (3) The product is [CH3:16][C:8]1[C:9]([N+:13]([O-:15])=[O:14])=[CH:10][CH:11]=[CH:12][C:7]=1[CH2:6][C:17]#[N:18]. The reactants are CS(O[CH2:6][C:7]1[CH:12]=[CH:11][CH:10]=[C:9]([N+:13]([O-:15])=[O:14])[C:8]=1[CH3:16])(=O)=O.[C-:17]#[N:18].[K+]. The yield is 0.730. The catalyst is CN(C=O)C. (4) The reactants are Br[C:2]([CH3:13])([C:8]([O:10][CH2:11][CH3:12])=[O:9])[C:3]([O:5][CH2:6][CH3:7])=[O:4].[F-].[K+].[N+:16]([C:19]1[CH:20]=[C:21]([OH:25])[CH:22]=[CH:23][CH:24]=1)([O-:18])=[O:17]. The catalyst is CN(C=O)C.O. The product is [CH3:13][C:2]([O:25][C:21]1[CH:22]=[CH:23][CH:24]=[C:19]([N+:16]([O-:18])=[O:17])[CH:20]=1)([C:8]([O:10][CH2:11][CH3:12])=[O:9])[C:3]([O:5][CH2:6][CH3:7])=[O:4]. The yield is 0.800. (5) The reactants are Br[C:2]1[C:10]2[O:9][CH2:8][CH:7]([C:11]3[CH:16]=[CH:15][C:14]([CH:17]([CH3:19])[CH3:18])=[CH:13][CH:12]=3)[C:6]=2[C:5]([CH3:20])=[C:4]([NH:21][C:22](=[O:28])[CH2:23][C:24]([CH3:27])([CH3:26])[CH3:25])[C:3]=1[CH3:29].[CH3:30][O:31][C:32]1[N:37]=[CH:36][C:35](B(O)O)=[CH:34][CH:33]=1. The catalyst is CCCCCC.C(OCC)(=O)C. The product is [CH:17]([C:14]1[CH:13]=[CH:12][C:11]([CH:7]2[C:6]3[C:5]([CH3:20])=[C:4]([NH:21][C:22](=[O:28])[CH2:23][C:24]([CH3:26])([CH3:25])[CH3:27])[C:3]([CH3:29])=[C:2]([C:35]4[CH:36]=[N:37][C:32]([O:31][CH3:30])=[CH:33][CH:34]=4)[C:10]=3[O:9][CH2:8]2)=[CH:16][CH:15]=1)([CH3:18])[CH3:19]. The yield is 0.480. (6) The reactants are [CH3:1][N:2]1[C:6]([CH3:7])=[C:5]([C:8]([OH:10])=O)[C:4](=[O:11])[N:3]1[C:12]1[CH:17]=[CH:16][CH:15]=[CH:14][CH:13]=1.[NH2:18][C:19]1[CH:40]=[CH:39][C:22]([O:23][C:24]2[CH:25]=[CH:26][C:27]3[N:28]([CH:30]=[C:31]([NH:33][C:34]([CH:36]4[CH2:38][CH2:37]4)=[O:35])[N:32]=3)[CH:29]=2)=[C:21]([F:41])[CH:20]=1.CN(C(ON1N=NC2C=CC=NC1=2)=[N+](C)C)C.F[P-](F)(F)(F)(F)F.C(N(CC)C(C)C)(C)C.C(=O)([O-])O.[Na+]. The catalyst is C(OCC)(=O)C.O1CCCC1.CN(C)C=O. The product is [CH:36]1([C:34]([NH:33][C:31]2[N:32]=[C:27]3[CH:26]=[CH:25][C:24]([O:23][C:22]4[CH:39]=[CH:40][C:19]([NH:18][C:8]([C:5]5[C:4](=[O:11])[N:3]([C:12]6[CH:17]=[CH:16][CH:15]=[CH:14][CH:13]=6)[N:2]([CH3:1])[C:6]=5[CH3:7])=[O:10])=[CH:20][C:21]=4[F:41])=[CH:29][N:28]3[CH:30]=2)=[O:35])[CH2:37][CH2:38]1. The yield is 0.690.